From a dataset of Catalyst prediction with 721,799 reactions and 888 catalyst types from USPTO. Predict which catalyst facilitates the given reaction. (1) Reactant: [F:1][C:2]1[CH:3]=[C:4]2[C:8](=[CH:9][CH:10]=1)[NH:7][C:6](=[O:11])[CH2:5]2.C[Si]([N-][Si](C)(C)C)(C)C.[Li+].OC1CNC([CH2:29][C:30]2[N:35]=[C:34]3[CH2:36][O:37][C:38](=O)[C:33]3=[CH:32][CH:31]=2)CC1.Cl.[O:41]1[CH2:46][CH2:45]OCC1. The catalyst class is: 1. Product: [F:1][C:2]1[CH:3]=[C:4]2[C:8](=[CH:9][CH:10]=1)[NH:7][C:6](=[O:11])[C:5]2=[C:38]1[C:33]2[C:34](=[N:35][C:30]([CH2:29][N:7]3[CH2:8][CH2:45][CH:46]([OH:41])[CH2:5][CH2:6]3)=[CH:31][CH:32]=2)[CH2:36][O:37]1. (2) Reactant: C([SiH](CC)CC)C.CC([Si](C)(C)O[C@H]1CC[C@H](C(OCC)=O)CC1)(C)C.[Bi](Br)(Br)Br.C1(C=O)CC1.C([O-])(O)=O.[Na+].[CH:41]1([CH2:44][O:45][C@H:46]2[CH2:51][CH2:50][C@H:49]([C:52]([O:54][CH2:55][CH3:56])=[O:53])[CH2:48][CH2:47]2)[CH2:43][CH2:42]1. Product: [CH:41]1([CH2:44][O:45][CH:46]2[CH2:51][CH2:50][CH:49]([C:52]([O:54][CH2:55][CH3:56])=[O:53])[CH2:48][CH2:47]2)[CH2:42][CH2:43]1. The catalyst class is: 10. (3) Reactant: [Si]([O:8][CH:9]1[CH2:14][CH2:13][C:12]([CH3:19])([C:15]([O:17][CH3:18])=[O:16])[CH2:11][CH2:10]1)(C(C)(C)C)(C)C.CCCC[N+](CCCC)(CCCC)CCCC.[F-]. Product: [OH:8][CH:9]1[CH2:10][CH2:11][C:12]([CH3:19])([C:15]([O:17][CH3:18])=[O:16])[CH2:13][CH2:14]1. The catalyst class is: 7. (4) Reactant: Cl[C:2]1[CH:3]=[CH:4][CH:5]=[C:6]2[C:10]=1[C:9](=[O:11])[CH:8]([CH2:12][CH:13]1[CH2:18][CH2:17][CH2:16][CH2:15][CH2:14]1)[CH2:7]2.[CH3:19][C:20]1[CH:25]=[CH:24][C:23](B(O)O)=[CH:22][CH:21]=1.C(=O)([O-])[O-].[Na+].[Na+].C(O)CO. Product: [CH3:19][C:20]1[CH:25]=[CH:24][C:23]([C:2]2[CH:3]=[CH:4][CH:5]=[C:6]3[C:10]=2[C:9](=[O:11])[CH:8]([CH2:12][CH:13]2[CH2:18][CH2:17][CH2:16][CH2:15][CH2:14]2)[CH2:7]3)=[CH:22][CH:21]=1. The catalyst class is: 6.